This data is from Reaction yield outcomes from USPTO patents with 853,638 reactions. The task is: Predict the reaction yield, written as a fraction of the theoretical maximum amount of product (1.0 means a 100% yield; for example, 0.34 means a 34% yield). (1) The reactants are C(O[C:6]([NH:8][CH2:9][CH2:10][CH2:11][CH2:12][CH2:13][NH2:14])=[O:7])(C)(C)C.[C:15]([C@@H:18]([NH:51][C:52]([CH2:54][CH2:55][CH2:56][CH2:57][CH2:58][CH2:59][CH2:60][CH2:61][CH2:62][CH2:63][CH2:64][CH2:65][CH2:66][CH2:67][CH2:68][CH2:69][C:70]([OH:72])=[O:71])=[O:53])[CH2:19][CH2:20][C:21](=[O:50])[NH:22][CH2:23][CH2:24][O:25][CH2:26][CH2:27][O:28][CH2:29][C:30](=[O:49])[NH:31][CH2:32][CH2:33][O:34][CH2:35][CH2:36][O:37][CH2:38]C(ON1C(=O)CCC1=O)=O)([OH:17])=[O:16].CCN(C(C)C)C(C)C. The catalyst is C1COCC1. The product is [NH2:14][CH2:13][CH2:12][CH2:11][CH2:10][CH2:9][NH:8][C:6]([CH2:38][O:37][CH2:36][CH2:35][O:34][CH2:33][CH2:32][NH:31][C:30]([CH2:29][O:28][CH2:27][CH2:26][O:25][CH2:24][CH2:23][NH:22][C:21]([CH2:20][CH2:19][C@H:18]([NH:51][C:52]([CH2:54][CH2:55][CH2:56][CH2:57][CH2:58][CH2:59][CH2:60][CH2:61][CH2:62][CH2:63][CH2:64][CH2:65][CH2:66][CH2:67][CH2:68][CH2:69][C:70]([OH:72])=[O:71])=[O:53])[C:15]([OH:17])=[O:16])=[O:50])=[O:49])=[O:7]. The yield is 0.550. (2) The reactants are [Cl:1][C:2]1[C:7]2[C:8](=[O:12])[NH:9][CH:10](O)[C:6]=2[C:5]([F:13])=[C:4]([F:14])[N:3]=1.FC(F)(F)C(O)=O.C([SiH](CC)CC)C. The catalyst is CC(OC)(C)C. The product is [Cl:1][C:2]1[C:7]2[C:8](=[O:12])[NH:9][CH2:10][C:6]=2[C:5]([F:13])=[C:4]([F:14])[N:3]=1. The yield is 0.820. (3) The reactants are [NH2:1][C:2]1[CH:3]=[C:4]([C:10]2[N:15]=[C:14]3[N:16]([CH2:21][CH:22]4[CH2:27][CH2:26][O:25][CH2:24][CH2:23]4)[C:17](=[O:20])[CH2:18][NH:19][C:13]3=[N:12][CH:11]=2)[CH:5]=[C:6]([CH3:9])[C:7]=1[NH2:8].CC1C=C(B2OC(C)(C)C(C)(C)O2)C=[C:31]([NH2:44])C=1N.BrC1N=C2N(CC3CCOCC3)C(=O)CNC2=NC=1.ClCCl.C(=O)([O-])[O-].[Na+].[Na+]. The catalyst is C1C=CC(P(C2C=CC=CC=2)[C-]2C=CC=C2)=CC=1.C1C=CC(P(C2C=CC=CC=2)[C-]2C=CC=C2)=CC=1.Cl[Pd]Cl.[Fe+2].C(O)(C)C.O1CCOCC1. The product is [NH2:44][C:31]1[NH:1][C:2]2[CH:3]=[C:4]([C:10]3[N:15]=[C:14]4[N:16]([CH2:21][CH:22]5[CH2:27][CH2:26][O:25][CH2:24][CH2:23]5)[C:17](=[O:20])[CH2:18][NH:19][C:13]4=[N:12][CH:11]=3)[CH:5]=[C:6]([CH3:9])[C:7]=2[N:8]=1. The yield is 0.990. (4) The reactants are [C:1]1([NH:7][C:8]2[C:17]3[C:12](=[CH:13][CH:14]=[CH:15][CH:16]=3)[CH:11]=[CH:10][CH:9]=2)[CH:6]=[CH:5][CH:4]=[CH:3][CH:2]=1.Br[C:19]1[CH:24]=[CH:23][C:22]([C:25]2[CH:30]=[CH:29][C:28]([Br:31])=[CH:27][CH:26]=2)=[CH:21][CH:20]=1.CC(C)([O-])C.[Na+]. The catalyst is C1(C)C=CC=CC=1.C1C=CC(P(C2C=CC=CC=2)[C-]2C=CC=C2)=CC=1.C1C=CC(P(C2C=CC=CC=2)[C-]2C=CC=C2)=CC=1.Cl[Pd]Cl.[Fe+2]. The product is [Br:31][C:28]1[CH:29]=[CH:30][C:25]([C:22]2[CH:23]=[CH:24][C:19]([N:7]([C:1]3[CH:6]=[CH:5][CH:4]=[CH:3][CH:2]=3)[C:8]3[C:17]4[C:12](=[CH:13][CH:14]=[CH:15][CH:16]=4)[CH:11]=[CH:10][CH:9]=3)=[CH:20][CH:21]=2)=[CH:26][CH:27]=1. The yield is 0.620. (5) The product is [Cl:54][C:55]1[CH:66]=[CH:65][C:58]2[NH:59][C:60]([C@@H:62]([NH:64][C:17](=[O:19])[C:16]3[CH:20]=[CH:21][C:13]([N:3]([CH2:1][CH3:2])[C:4](=[O:12])[CH2:5][CH2:6][CH2:7][CH2:8][CH2:9][O:10][CH3:11])=[C:14]([CH3:22])[CH:15]=3)[CH3:63])=[N:61][C:57]=2[CH:56]=1. The catalyst is O1CCCC1.ClCCl.C(O)C. The reactants are [CH2:1]([N:3]([C:13]1[CH:21]=[CH:20][C:16]([C:17]([OH:19])=O)=[CH:15][C:14]=1[CH3:22])[C:4](=[O:12])[CH2:5][CH2:6][CH2:7][CH2:8][CH2:9][O:10][CH3:11])[CH3:2].CN(C(ON1N=NC2C=CC=CC1=2)=[N+](C)C)C.[B-](F)(F)(F)F.C(N(C(C)C)CC)(C)C.[Cl:54][C:55]1[CH:66]=[CH:65][C:58]2[NH:59][C:60]([C@@H:62]([NH2:64])[CH3:63])=[N:61][C:57]=2[CH:56]=1.ClCl. The yield is 0.720.